From a dataset of Reaction yield outcomes from USPTO patents with 853,638 reactions. Predict the reaction yield, written as a fraction of the theoretical maximum amount of product (1.0 means a 100% yield; for example, 0.34 means a 34% yield). (1) The reactants are [C:1]1([CH3:10])[C:2]([C:7]([OH:9])=[O:8])=[CH:3][CH:4]=[CH:5][CH:6]=1.[Cl:11][S:12](O)(=[O:14])=[O:13]. No catalyst specified. The product is [Cl:11][S:12]([C:4]1[CH:5]=[CH:6][C:1]([CH3:10])=[C:2]([CH:3]=1)[C:7]([OH:9])=[O:8])(=[O:14])=[O:13]. The yield is 0.780. (2) The reactants are Cl[C:2]1[CH:7]=[C:6]([C:8]#[N:9])[CH:5]=[CH:4][N:3]=1.C[O-].[Na+].[NH2:13][C:14]1[CH:22]=[N:21][CH:20]=[C:19]([O:23][CH3:24])[C:15]=1[C:16]([OH:18])=O. The catalyst is CO. The product is [CH3:24][O:23][C:19]1[C:15]2[C:16](=[O:18])[NH:9][C:8]([C:6]3[CH:5]=[CH:4][N:3]=[CH:2][CH:7]=3)=[N:13][C:14]=2[CH:22]=[N:21][CH:20]=1. The yield is 0.300. (3) The reactants are [CH2:1]([O:8][C:9]([NH:11][C@@H:12]1[CH2:15][C@H:14]([C:16](O)=[O:17])[C:13]1([CH3:20])[CH3:19])=[O:10])[C:2]1[CH:7]=[CH:6][CH:5]=[CH:4][CH:3]=1.[Cl-].[NH4+].F[P-](F)(F)(F)(F)F.[N:30]1(OC(N(C)C)=[N+](C)C)C2N=CC=CC=2N=N1. The catalyst is CN(C=O)C. The product is [C:16]([C@H:14]1[CH2:15][C@@H:12]([NH:11][C:9](=[O:10])[O:8][CH2:1][C:2]2[CH:7]=[CH:6][CH:5]=[CH:4][CH:3]=2)[C:13]1([CH3:20])[CH3:19])(=[O:17])[NH2:30]. The yield is 0.660. (4) The reactants are [C:1](Cl)(=[O:4])[CH:2]=[CH2:3].[Cl:6][C:7]1[C:8]([C:30]2[CH:31]=[N:32][N:33]3[CH:38]=[CH:37][CH:36]=[CH:35][C:34]=23)=[N:9][C:10]([NH:13][C:14]2[CH:15]=[C:16]([NH2:29])[C:17]([N:22]3[CH2:27][CH2:26][N:25]([CH3:28])[CH2:24][CH2:23]3)=[CH:18][C:19]=2[O:20][CH3:21])=[N:11][CH:12]=1.CCN(C(C)C)C(C)C.[Cl-]. The catalyst is C(Cl)Cl. The product is [Cl:6][C:7]1[C:8]([C:30]2[CH:31]=[N:32][N:33]3[CH:38]=[CH:37][CH:36]=[CH:35][C:34]=23)=[N:9][C:10]([NH:13][C:14]2[C:19]([O:20][CH3:21])=[CH:18][C:17]([N:22]3[CH2:23][CH2:24][N:25]([CH3:28])[CH2:26][CH2:27]3)=[C:16]([NH:29][C:1](=[O:4])[CH:2]=[CH2:3])[CH:15]=2)=[N:11][CH:12]=1. The yield is 0.730. (5) The yield is 0.520. The catalyst is O1CCCC1.CCOCC.CO. The reactants are [CH3:1][O:2][C:3]1[CH:16]=[C:15]([O:17][CH3:18])[CH:14]=[CH:13][C:4]=1[CH2:5][N:6]1[C:10](=[O:11])[CH2:9][CH2:8][C:7]1=[O:12].C[O:20][C:21]([C:23]1[C:28]([C:29](OC)=[O:30])=[CH:27][CH:26]=[CH:25][N:24]=1)=O.[H-].[Na+].Cl. The product is [CH3:1][O:2][C:3]1[CH:16]=[C:15]([O:17][CH3:18])[CH:14]=[CH:13][C:4]=1[CH2:5][N:6]1[C:7](=[O:12])[C:8]2[C:21]([OH:20])=[C:23]3[C:28]([CH:27]=[CH:26][CH:25]=[N:24]3)=[C:29]([OH:30])[C:9]=2[C:10]1=[O:11]. (6) The reactants are [Cl:1][C:2]1[CH:3]=[C:4]([CH:9]2[C:18]3[C:13](=[CH:14][C:15](B4OC(C)(C)C(C)(C)O4)=[C:16]([F:19])[CH:17]=3)[CH2:12][N:11]([CH3:29])[CH2:10]2)[CH:5]=[CH:6][C:7]=1[Cl:8].Br[C:31]1[CH:39]=[CH:38][C:34]([C:35]([NH2:37])=[O:36])=[CH:33][CH:32]=1.C(=O)([O-])[O-].[Cs+].[Cs+]. The catalyst is O.CN(C)C=O. The product is [Cl:1][C:2]1[CH:3]=[C:4]([CH:9]2[C:18]3[C:13](=[CH:14][C:15]([C:31]4[CH:39]=[CH:38][C:34]([C:35]([NH2:37])=[O:36])=[CH:33][CH:32]=4)=[C:16]([F:19])[CH:17]=3)[CH2:12][N:11]([CH3:29])[CH2:10]2)[CH:5]=[CH:6][C:7]=1[Cl:8]. The yield is 0.430. (7) The reactants are [F:1][C:2]1[C:3]([N:9]2[CH2:13][C:12]([CH3:15])([CH3:14])[O:11][C:10]2=[O:16])=[N:4][CH:5]=[C:6](I)[CH:7]=1.[C:17]1([C:23]#[CH:24])[CH:22]=[CH:21][CH:20]=[CH:19][CH:18]=1.C(N(CC)CC)C. The catalyst is CN(C=O)C.C1C=CC(P(C2C=CC=CC=2)C2C=CC=CC=2)=CC=1.C1C=CC(P(C2C=CC=CC=2)C2C=CC=CC=2)=CC=1.Cl[Pd]Cl.[Cu]I.C1(P(C2C=CC=CC=2)C2C=CC=CC=2)C=CC=CC=1. The product is [F:1][C:2]1[C:3]([N:9]2[CH2:13][C:12]([CH3:15])([CH3:14])[O:11][C:10]2=[O:16])=[N:4][CH:5]=[C:6]([C:24]#[C:23][C:17]2[CH:22]=[CH:21][CH:20]=[CH:19][CH:18]=2)[CH:7]=1. The yield is 0.866. (8) The reactants are [CH3:1][N:2]1[CH:6]=[C:5]([C:7]2[CH:8]=[C:9]3[C:14](=[CH:15][CH:16]=2)[N:13]([C:17]2[C:21]4[CH2:22][NH:23][CH2:24][CH2:25][C:20]=4[N:19]([C@H:26]4[CH2:30][CH2:29][O:28][CH2:27]4)[N:18]=2)[CH2:12][CH2:11][CH2:10]3)[CH:4]=[N:3]1.[C:31](Cl)(=[O:42])OC1C=CC([N+]([O-])=O)=CC=1.[N:44]1C=CC=C[CH:45]=1.CN.C1COCC1. The catalyst is CN(C=O)C. The product is [CH3:45][NH:44][C:31]([N:23]1[CH2:24][CH2:25][C:20]2[N:19]([C@H:26]3[CH2:30][CH2:29][O:28][CH2:27]3)[N:18]=[C:17]([N:13]3[C:14]4[C:9](=[CH:8][C:7]([C:5]5[CH:4]=[N:3][N:2]([CH3:1])[CH:6]=5)=[CH:16][CH:15]=4)[CH2:10][CH2:11][CH2:12]3)[C:21]=2[CH2:22]1)=[O:42]. The yield is 0.230. (9) The reactants are [N:1]1([C:7]([O:9][C:10]([CH3:13])([CH3:12])[CH3:11])=[O:8])[CH2:6][CH2:5][NH:4][CH2:3][CH2:2]1.Cl[CH2:15][C@H:16]1[CH2:18][O:17]1. The catalyst is C(O)C. The product is [O:17]1[CH2:18][C@H:16]1[CH2:15][N:4]1[CH2:5][CH2:6][N:1]([C:7]([O:9][C:10]([CH3:13])([CH3:12])[CH3:11])=[O:8])[CH2:2][CH2:3]1. The yield is 0.740. (10) The reactants are Cl[C:2]1[CH:7]=[CH:6][C:5]([I:8])=[CH:4][N:3]=1.[NH2:9][CH2:10][CH:11]1[CH2:13][CH2:12]1. No catalyst specified. The product is [CH:11]1([CH2:10][NH:9][C:2]2[CH:7]=[CH:6][C:5]([I:8])=[CH:4][N:3]=2)[CH2:13][CH2:12]1. The yield is 0.770.